From a dataset of Forward reaction prediction with 1.9M reactions from USPTO patents (1976-2016). Predict the product of the given reaction. (1) Given the reactants [CH2:1]([NH2:3])[CH3:2].[OH:4][C:5]1[CH:6]=[C:7]([CH:10]=[CH:11][CH:12]=1)[CH:8]=O, predict the reaction product. The product is: [CH2:1]([NH:3][CH2:8][C:7]1[CH:6]=[C:5]([OH:4])[CH:12]=[CH:11][CH:10]=1)[CH3:2]. (2) Given the reactants [CH3:1][C:2]1[CH:3]=[CH:4][C:5]([N+:11]([O-:13])=[O:12])=[C:6]([CH:10]=1)[C:7]([OH:9])=O.[OH:14][NH:15][C:16](=[NH:22])[C:17]([O:19][CH2:20][CH3:21])=[O:18].CN(C(ON1N=NC2C=CC=NC1=2)=[N+](C)C)C.F[P-](F)(F)(F)(F)F.CCN(C(C)C)C(C)C, predict the reaction product. The product is: [OH:14][N:15]=[C:16]([NH:22][C:7](=[O:9])[C:6]1[CH:10]=[C:2]([CH3:1])[CH:3]=[CH:4][C:5]=1[N+:11]([O-:13])=[O:12])[C:17]([O:19][CH2:20][CH3:21])=[O:18]. (3) The product is: [O:27]1[CH2:28][CH:29]=[C:30]([C:33]2[CH:34]=[CH:35][C:36]([N:17]3[CH:18]=[CH:19][C:15]([CH:13]([C:11]4[CH:10]=[CH:9][C:8]5[N:4]([CH2:3][O:2][CH3:1])[C:5](=[O:20])[S:6][C:7]=5[CH:12]=4)[CH3:14])=[N:16]3)=[N:37][CH:38]=2)[CH2:31][CH2:32]1. Given the reactants [CH3:1][O:2][CH2:3][N:4]1[C:8]2[CH:9]=[CH:10][C:11]([CH:13]([C:15]3[CH:19]=[CH:18][NH:17][N:16]=3)[CH3:14])=[CH:12][C:7]=2[S:6][C:5]1=[O:20].CC(C)([O-])C.[Li+].[O:27]1[CH2:32][CH:31]=[C:30]([C:33]2[CH:34]=[CH:35][C:36](F)=[N:37][CH:38]=2)[CH2:29][CH2:28]1, predict the reaction product. (4) Given the reactants [Br:1][C:2]1[CH:3]=[C:4]([CH2:9][CH2:10]C(OC)=O)[CH:5]=[CH:6][C:7]=1[OH:8].[C:15](=[O:18])([O-])[O-:16].[K+].[K+].Br[CH2:22][CH:23]1[CH2:28][CH2:27][CH2:26][CH2:25][CH2:24]1.[CH3:29]N(C=O)C, predict the reaction product. The product is: [Br:1][C:2]1[CH:3]=[C:4]([CH:9]([CH3:10])[C:15]([O:16][CH3:29])=[O:18])[CH:5]=[CH:6][C:7]=1[O:8][CH2:22][CH:23]1[CH2:28][CH2:27][CH2:26][CH2:25][CH2:24]1. (5) Given the reactants [CH:1]12[CH2:11][CH:8]([CH:9]=[CH:10]1)[CH:7]1[CH:2]2[C:3](=[O:13])[CH:4]=[CH:5][C:6]1=[O:12].C([O-])(O)=[O:15].[Na+].OO.O, predict the reaction product. The product is: [O:15]1[CH:4]2[CH:5]1[C:6](=[O:12])[CH:7]1[CH:2]([C:3]2=[O:13])[CH:1]2[CH2:11][CH:8]1[CH:9]=[CH:10]2. (6) Given the reactants Cl.Cl.[NH2:3][C:4]1[C:13]2[N:14]=[C:15]([CH2:25][O:26][CH2:27][CH3:28])[N:16]([CH2:17][C:18]3([OH:24])[CH2:23][CH2:22][NH:21][CH2:20][CH2:19]3)[C:12]=2[C:11]2[CH:10]=[CH:9][CH:8]=[CH:7][C:6]=2[N:5]=1.C(Cl)(Cl)Cl.C(N(CC)CC)C.[CH3:40][S:41](Cl)(=[O:43])=[O:42], predict the reaction product. The product is: [NH2:3][C:4]1[C:13]2[N:14]=[C:15]([CH2:25][O:26][CH2:27][CH3:28])[N:16]([CH2:17][C:18]3([OH:24])[CH2:19][CH2:20][N:21]([S:41]([CH3:40])(=[O:43])=[O:42])[CH2:22][CH2:23]3)[C:12]=2[C:11]2[CH:10]=[CH:9][CH:8]=[CH:7][C:6]=2[N:5]=1. (7) Given the reactants [Br:1][C:2]1[N:3]=[C:4](Br)[C:5]2[N:6]([CH:8]=[CH:9][N:10]=2)[CH:7]=1.[CH3:12][C:13]1[NH:17][N:16]=[C:15]([NH2:18])[CH:14]=1, predict the reaction product. The product is: [Br:1][C:2]1[N:3]=[C:4]([NH:18][C:15]2[CH:14]=[C:13]([CH3:12])[NH:17][N:16]=2)[C:5]2[N:6]([CH:8]=[CH:9][N:10]=2)[CH:7]=1. (8) Given the reactants [CH:1]1([CH:7]([OH:11])[C:8]([NH2:10])=[O:9])[CH2:6][CH2:5][CH2:4][CH2:3][CH2:2]1.[H-].[Na+].[O:14]1[C:18]2[CH:19]=[CH:20][CH:21]=[CH:22][C:17]=2[CH:16]=[C:15]1[C:23]1[N:27]2[N:28]=[C:29](Cl)[CH:30]=[CH:31][C:26]2=[N:25][CH:24]=1, predict the reaction product. The product is: [O:14]1[C:18]2[CH:19]=[CH:20][CH:21]=[CH:22][C:17]=2[CH:16]=[C:15]1[C:23]1[N:27]2[N:28]=[C:29]([NH:10][C:8](=[O:9])[CH:7]([CH:1]3[CH2:6][CH2:5][CH2:4][CH2:3][CH2:2]3)[OH:11])[CH:30]=[CH:31][C:26]2=[N:25][CH:24]=1. (9) Given the reactants [NH:1]1[CH2:6][CH2:5][NH:4][CH2:3][CH:2]1[C:7]1[CH:12]=[CH:11][C:10]([N:13]2[CH2:18][CH2:17][O:16][CH2:15][CH2:14]2)=[CH:9][CH:8]=1.Cl[C:20]1[C:29]2[C:24](=[CH:25][C:26]([O:32][CH3:33])=[C:27]([O:30][CH3:31])[CH:28]=2)[N:23]=[CH:22][N:21]=1, predict the reaction product. The product is: [CH3:31][O:30][C:27]1[CH:28]=[C:29]2[C:24](=[CH:25][C:26]=1[O:32][CH3:33])[N:23]=[CH:22][N:21]=[C:20]2[N:4]1[CH2:5][CH2:6][NH:1][CH:2]([C:7]2[CH:12]=[CH:11][C:10]([N:13]3[CH2:14][CH2:15][O:16][CH2:17][CH2:18]3)=[CH:9][CH:8]=2)[CH2:3]1. (10) Given the reactants Br[C:2]1[CH:9]=[CH:8][C:5]([CH2:6][OH:7])=[CH:4][CH:3]=1.[C:10]1(B(O)O)[CH:15]=[CH:14][CH:13]=[CH:12][CH:11]=1.[O-]P([O-])([O-])=O.[K+].[K+].[K+], predict the reaction product. The product is: [C:2]1([C:10]2[CH:15]=[CH:14][CH:13]=[CH:12][CH:11]=2)[CH:9]=[CH:8][C:5]([CH2:6][OH:7])=[CH:4][CH:3]=1.